From a dataset of Full USPTO retrosynthesis dataset with 1.9M reactions from patents (1976-2016). Predict the reactants needed to synthesize the given product. (1) Given the product [Br:19][CH2:18][C:10]1[C:11]([C:13]([O:15][CH2:16][CH3:17])=[O:14])=[CH:12][N:8]([C:3]2[C:2]([F:1])=[CH:7][CH:6]=[CH:5][N:4]=2)[N:9]=1, predict the reactants needed to synthesize it. The reactants are: [F:1][C:2]1[C:3]([N:8]2[CH:12]=[C:11]([C:13]([O:15][CH2:16][CH3:17])=[O:14])[C:10]([CH3:18])=[N:9]2)=[N:4][CH:5]=[CH:6][CH:7]=1.[Br:19]N1C(=O)CCC1=O. (2) Given the product [NH2:23][C:22]([CH2:1][NH:2][C:3](=[O:15])[O:4][CH2:5][C@H:6]([NH2:14])[CH2:7][C:8]1[CH:13]=[CH:12][CH:11]=[CH:10][CH:9]=1)=[O:21], predict the reactants needed to synthesize it. The reactants are: [CH3:1][NH:2][C:3](=[O:15])[O:4][CH2:5][C@H:6]([NH2:14])[CH2:7][C:8]1[CH:13]=[CH:12][CH:11]=[CH:10][CH:9]=1.CS(O)(=O)=O.[O-:21][C:22]#[N:23].[Na+].[OH-].[Na+].Cl. (3) Given the product [NH2:8][C@@H:9]1[CH2:12][C@H:11]([C:13]([NH:15][C@@H:16]([CH:21]([CH3:22])[CH3:23])[C:17]([O:19][CH3:20])=[O:18])=[O:14])[C:10]1([CH3:24])[CH3:25], predict the reactants needed to synthesize it. The reactants are: C(OC([NH:8][C@@H:9]1[CH2:12][C@H:11]([C:13]([NH:15][C@@H:16]([CH:21]([CH3:23])[CH3:22])[C:17]([O:19][CH3:20])=[O:18])=[O:14])[C:10]1([CH3:25])[CH3:24])=O)(C)(C)C.CCN(CC)CC. (4) Given the product [CH2:11]([O:13][P:14]([O:16][CH2:17][CH3:18])([O:1][CH:2]([CH3:10])/[CH:3]=[CH:4]/[C:5]([O:7][CH2:8][CH3:9])=[O:6])=[O:15])[CH3:12], predict the reactants needed to synthesize it. The reactants are: [OH:1][CH:2]([CH3:10])/[CH:3]=[CH:4]/[C:5]([O:7][CH2:8][CH3:9])=[O:6].[CH2:11]([O:13][P:14](Cl)([O:16][CH2:17][CH3:18])=[O:15])[CH3:12]. (5) Given the product [CH3:36][O:35][C:32]1[CH:33]=[CH:34][C:29]([CH2:28][O:27][C:26]2[C:13]3[B:37]([OH:38])[O:16][CH2:15][C:14]=3[CH:23]=[CH:24][CH:25]=2)=[CH:30][CH:31]=1, predict the reactants needed to synthesize it. The reactants are: [Li]CCCC.CCCCCC.Br[C:13]1[C:26]([O:27][CH2:28][C:29]2[CH:34]=[CH:33][C:32]([O:35][CH3:36])=[CH:31][CH:30]=2)=[CH:25][CH:24]=[CH:23][C:14]=1[CH2:15][O:16]C1CCCCO1.[B:37](OC(C)C)(OC(C)C)[O:38]C(C)C.Cl.